From a dataset of hERG potassium channel inhibition data for cardiac toxicity prediction from Karim et al.. Regression/Classification. Given a drug SMILES string, predict its toxicity properties. Task type varies by dataset: regression for continuous values (e.g., LD50, hERG inhibition percentage) or binary classification for toxic/non-toxic outcomes (e.g., AMES mutagenicity, cardiotoxicity, hepatotoxicity). Dataset: herg_karim. (1) The compound is Cn1c(SCCCN2CC[C@]3(C[C@@H]3c3ccc(C(F)(F)F)cc3)C2)nnc1-c1ccc(C(N)=O)nc1. The result is 1 (blocker). (2) The compound is Cc1nc2cc(F)ccc2n1[C@H]1CC[C@@H](NC[C@H]2Cc3ccc(C#N)cc3C2)CC1. The result is 1 (blocker). (3) The compound is O=C1CN(C(=O)c2ccc(C3(c4ccc(OCc5ccccn5)cc4)CCCO3)cn2)CN1. The result is 0 (non-blocker).